Dataset: Reaction yield outcomes from USPTO patents with 853,638 reactions. Task: Predict the reaction yield, written as a fraction of the theoretical maximum amount of product (1.0 means a 100% yield; for example, 0.34 means a 34% yield). (1) The reactants are [CH3:1][N:2]1[CH2:7][CH2:6][C:5]([CH2:19][NH2:20])([C:8]2[S:9][CH:10]=[C:11]([C:13]3[CH:18]=[CH:17][CH:16]=[CH:15][CH:14]=3)[N:12]=2)[CH2:4][CH2:3]1.[F:21][C:22]([F:38])([F:37])[C:23]1[O:27][N:26]=[C:25]([C:28]2[CH:29]=[C:30]([CH:34]=[CH:35][CH:36]=2)[C:31](O)=[O:32])[N:24]=1. No catalyst specified. The product is [CH3:1][N:2]1[CH2:3][CH2:4][C:5]([CH2:19][NH:20][C:31](=[O:32])[C:30]2[CH:34]=[CH:35][CH:36]=[C:28]([C:25]3[N:24]=[C:23]([C:22]([F:38])([F:37])[F:21])[O:27][N:26]=3)[CH:29]=2)([C:8]2[S:9][CH:10]=[C:11]([C:13]3[CH:18]=[CH:17][CH:16]=[CH:15][CH:14]=3)[N:12]=2)[CH2:6][CH2:7]1. The yield is 0.230. (2) The reactants are Br[C:2]1[S:6][CH:5]=[C:4]([CH2:7][CH2:8][C:9]([O:11]CC)=[O:10])[C:3]=1[C:14]1[CH:19]=[CH:18][C:17]([C:20]#[N:21])=[CH:16][C:15]=1[CH3:22].[CH3:23][O:24][C:25]1[CH:30]=[CH:29][C:28](B(O)O)=[CH:27][CH:26]=1.C([O-])([O-])=O.[Na+].[Na+]. The catalyst is O1CCOCC1.O.Cl[Pd](Cl)([P](C1C=CC=CC=1)(C1C=CC=CC=1)C1C=CC=CC=1)[P](C1C=CC=CC=1)(C1C=CC=CC=1)C1C=CC=CC=1. The product is [C:20]([C:17]1[CH:18]=[CH:19][C:14]([C:3]2[C:4]([CH2:7][CH2:8][C:9]([OH:11])=[O:10])=[CH:5][S:6][C:2]=2[C:28]2[CH:29]=[CH:30][C:25]([O:24][CH3:23])=[CH:26][CH:27]=2)=[C:15]([CH3:22])[CH:16]=1)#[N:21]. The yield is 0.860. (3) The reactants are [Br:1][C:2]1[CH:11]=[CH:10][CH:9]=[C:8]2[C:3]=1[CH:4]=[CH:5][N:6]=[C:7]2Cl.[NH3:13].CO. No catalyst specified. The yield is 0.850. The product is [NH2:13][C:7]1[C:8]2[C:3](=[C:2]([Br:1])[CH:11]=[CH:10][CH:9]=2)[CH:4]=[CH:5][N:6]=1. (4) The reactants are [OH:1][C:2]1[CH:7]=[CH:6][C:5]([CH2:8][CH2:9][C:10]([O:12][CH2:13][CH3:14])=[O:11])=[C:4]([O:15][C:16]2[CH:21]=[CH:20][C:19]([C:22]([F:25])([F:24])[F:23])=[CH:18][N:17]=2)[CH:3]=1.I[CH2:27][CH2:28][CH2:29][CH3:30].C(=O)([O-])[O-].[K+].[K+].O. The catalyst is CN(C)C=O. The product is [CH2:27]([O:1][C:2]1[CH:7]=[CH:6][C:5]([CH2:8][CH2:9][C:10]([O:12][CH2:13][CH3:14])=[O:11])=[C:4]([O:15][C:16]2[CH:21]=[CH:20][C:19]([C:22]([F:25])([F:23])[F:24])=[CH:18][N:17]=2)[CH:3]=1)[CH2:28][CH2:29][CH3:30]. The yield is 0.670. (5) The reactants are [Br:1][C:2]1[CH:7]=[CH:6][C:5]([C:8]2[C:12]([N+:13]([O-:15])=[O:14])=[C:11]([C:16]([O:18]CC)=O)[O:10][N:9]=2)=[CH:4][CH:3]=1.[NH3:21]. The catalyst is CO. The product is [Br:1][C:2]1[CH:7]=[CH:6][C:5]([C:8]2[C:12]([N+:13]([O-:15])=[O:14])=[C:11]([C:16]([NH2:21])=[O:18])[O:10][N:9]=2)=[CH:4][CH:3]=1. The yield is 0.910. (6) No catalyst specified. The yield is 0.900. The reactants are [NH2:1][CH2:2][C:3](N)([CH3:5])[CH3:4].O[C:8]1([C:13]#[N:14])[CH2:12][CH2:11][CH2:10][CH2:9]1.[OH2:15]. The product is [CH3:4][C:3]1([CH3:5])[NH:14][C:13](=[O:15])[C:8]2([CH2:12][CH2:11][CH2:10][CH2:9]2)[NH:1][CH2:2]1. (7) The product is [CH:13]([C:14]1[C:19]2[CH:20]=[CH:21][O:22][C:18]=2[C:17]([NH:23][S:24]([CH3:27])(=[O:26])=[O:25])=[CH:16][CH:15]=1)=[O:12]. The yield is 0.860. The reactants are [Cr](Cl)([O-])(=O)=O.[NH+]1C=CC=CC=1.[OH:12][CH2:13][C:14]1[C:19]2[CH:20]=[CH:21][O:22][C:18]=2[C:17]([NH:23][S:24]([CH3:27])(=[O:26])=[O:25])=[CH:16][CH:15]=1. The catalyst is ClCCl. (8) The reactants are [F:1][CH:2]([F:37])[C:3]1[N:7]([C:8]2[N:13]=[C:12]([N:14]3[CH2:19][CH2:18][O:17][CH2:16][CH2:15]3)[N:11]=[C:10]([CH:20]3[CH2:25][CH2:24][N:23]([S:26]([CH:29]=[CH2:30])(=[O:28])=[O:27])[CH2:22][CH2:21]3)[N:9]=2)[C:6]2[CH:31]=[CH:32][CH:33]=[C:34]([O:35][CH3:36])[C:5]=2[N:4]=1.[CH3:38][NH:39][CH3:40]. The catalyst is C1COCC1. The product is [F:37][CH:2]([F:1])[C:3]1[N:7]([C:8]2[N:13]=[C:12]([N:14]3[CH2:19][CH2:18][O:17][CH2:16][CH2:15]3)[N:11]=[C:10]([CH:20]3[CH2:25][CH2:24][N:23]([S:26]([CH2:29][CH2:30][N:39]([CH3:40])[CH3:38])(=[O:28])=[O:27])[CH2:22][CH2:21]3)[N:9]=2)[C:6]2[CH:31]=[CH:32][CH:33]=[C:34]([O:35][CH3:36])[C:5]=2[N:4]=1. The yield is 0.990.